The task is: Predict the product of the given reaction.. This data is from Forward reaction prediction with 1.9M reactions from USPTO patents (1976-2016). (1) Given the reactants [CH2:1]([O:3][C:4](=[O:25])[CH2:5][C:6]1[CH:11]=[CH:10][CH:9]=[C:8]([NH:12][C:13]2[CH:18]=[CH:17][CH:16]=[C:15]([N+:19]([O-])=O)[CH:14]=2)[C:7]=1[N+:22]([O-])=O)[CH3:2], predict the reaction product. The product is: [CH2:1]([O:3][C:4](=[O:25])[CH2:5][C:6]1[CH:11]=[CH:10][CH:9]=[C:8]([NH:12][C:13]2[CH:18]=[CH:17][CH:16]=[C:15]([NH2:19])[CH:14]=2)[C:7]=1[NH2:22])[CH3:2]. (2) Given the reactants [CH3:1][C@H:2]([O:6][C:7]1[CH:8]=[C:9]([C:21]([NH:23][C:24]2[N:29]=[CH:28][C:27]([C:30]([O:32][CH3:33])=[O:31])=[CH:26][CH:25]=2)=[O:22])[CH:10]=[C:11]([O:13]CC2C=CC=CC=2)[CH:12]=1)[CH2:3][O:4][CH3:5].CO.[H][H], predict the reaction product. The product is: [CH3:1][C@H:2]([O:6][C:7]1[CH:8]=[C:9]([C:21]([NH:23][C:24]2[N:29]=[CH:28][C:27]([C:30]([O:32][CH3:33])=[O:31])=[CH:26][CH:25]=2)=[O:22])[CH:10]=[C:11]([OH:13])[CH:12]=1)[CH2:3][O:4][CH3:5]. (3) Given the reactants [CH:1]1([C:7]2[C:11]([CH2:12][CH2:13][CH2:14][OH:15])=[CH:10][N:9]([C:16]3[CH:21]=[CH:20][C:19]([C:22]([F:25])([F:24])[F:23])=[CH:18][N:17]=3)[N:8]=2)[CH2:6][CH2:5][CH2:4][CH2:3][CH2:2]1.[CH2:26]([O:28][C:29]1[C:30](O)=[C:31]([CH2:35][C:36]([O:38]C)=[O:37])[CH:32]=[CH:33][CH:34]=1)[CH3:27].C(P(CCCC)CCCC)CCC.N(C(N1CCCCC1)=O)=NC(N1CCCCC1)=O, predict the reaction product. The product is: [CH:1]1([C:7]2[C:11]([CH2:12][CH2:13][CH2:14][O:15][C:30]3[C:29]([O:28][CH2:26][CH3:27])=[CH:34][CH:33]=[CH:32][C:31]=3[CH2:35][C:36]([OH:38])=[O:37])=[CH:10][N:9]([C:16]3[CH:21]=[CH:20][C:19]([C:22]([F:23])([F:24])[F:25])=[CH:18][N:17]=3)[N:8]=2)[CH2:6][CH2:5][CH2:4][CH2:3][CH2:2]1.